Dataset: Reaction yield outcomes from USPTO patents with 853,638 reactions. Task: Predict the reaction yield, written as a fraction of the theoretical maximum amount of product (1.0 means a 100% yield; for example, 0.34 means a 34% yield). (1) The reactants are [N+:1]([C:4]1[CH:13]=[CH:12][CH:11]=[CH:10][C:5]=1[C:6]([NH:8][NH2:9])=[O:7])([O-:3])=[O:2].[N:14]([C:17]1[CH:25]=[CH:24][C:20]2[O:21][CH2:22][O:23][C:19]=2[CH:18]=1)=[C:15]=S.C1CCC(N=C=NC2CCCCC2)CC1. The catalyst is ClCCl. The product is [O:21]1[C:20]2[CH:24]=[CH:25][C:17]([NH:14][C:15]3[O:7][C:6]([C:5]4[CH:10]=[CH:11][CH:12]=[CH:13][C:4]=4[N+:1]([O-:3])=[O:2])=[N:8][N:9]=3)=[CH:18][C:19]=2[O:23][CH2:22]1. The yield is 0.500. (2) The reactants are C(OC[N:10]1[CH:14]=[C:13]([C:15]2[N:16]=[CH:17][N:18]([C:20]3[CH:25]=[CH:24][N:23]=[C:22]4[N:26]([C:32]5[CH:39]=[CH:38][C:35]([C:36]#[N:37])=[C:34]([NH:40][CH:41]([CH3:43])[CH3:42])[CH:33]=5)[N:27]=[C:28]([CH:29]([CH3:31])[CH3:30])[C:21]=34)[CH:19]=2)[CH:12]=[N:11]1)C1C=CC=CC=1.C(OCN1C=C(C2N=CN(C3C=CN=C4N(C5C(Br)=C(C=CC=5)C#N)N=C(C(C)C)C=34)C=2)C=N1)C1C=CC=CC=1.C(N)(C)C.O[C@H]1CC[C@H](N)CC1.[OH-].[Na+]. The catalyst is C1(OC)C=CC=CC=1.FC(F)(F)C(O)=O.C(Cl)(Cl)Cl. The product is [NH:10]1[CH:14]=[C:13]([C:15]2[N:16]=[CH:17][N:18]([C:20]3[CH:25]=[CH:24][N:23]=[C:22]4[N:26]([C:32]5[CH:39]=[CH:38][C:35]([C:36]#[N:37])=[C:34]([NH:40][CH:41]([CH3:43])[CH3:42])[CH:33]=5)[N:27]=[C:28]([CH:29]([CH3:31])[CH3:30])[C:21]=34)[CH:19]=2)[CH:12]=[N:11]1. The yield is 0.430. (3) The reactants are [NH2:1][CH2:2][CH:3]([OH:5])[CH3:4].[CH3:6][C:7]([O:10][C:11](O[C:11]([O:10][C:7]([CH3:9])([CH3:8])[CH3:6])=[O:12])=[O:12])([CH3:9])[CH3:8]. The catalyst is C1COCC1.O.C1COCC1. The product is [OH:5][CH:3]([CH3:4])[CH2:2][NH:1][C:11](=[O:12])[O:10][C:7]([CH3:9])([CH3:8])[CH3:6]. The yield is 0.874.